Predict the reactants needed to synthesize the given product. From a dataset of Full USPTO retrosynthesis dataset with 1.9M reactions from patents (1976-2016). (1) Given the product [CH3:1][C:2]([O:4][C@@H:5]1[CH2:6][C:7]2[C@@:8]([CH3:24])([C@@H:9]3[C@@H:14]([CH2:15][CH:16]=2)[C@@H:13]2[CH2:19][CH:20]=[C:21]([C:47]4[CH:48]=[CH:49][CH:44]=[N:45][CH:46]=4)[C@@:12]2([CH3:23])[CH2:11][CH2:10]3)[CH2:17][CH2:18]1)=[O:3], predict the reactants needed to synthesize it. The reactants are: [CH3:1][C:2]([O:4][C@@H:5]1[CH2:18][C:17]2[C@@:8]([CH3:24])([C@@H:9]3[C@@H:14]([CH2:15][CH:16]=2)[C@@H:13]2[CH2:19][CH2:20][C:21](=O)[C@@:12]2([CH3:23])[CH2:11][CH2:10]3)[CH2:7][CH2:6]1)=[O:3].FC(F)(F)S(OS(C(F)(F)F)(=O)=O)(=O)=O.C([C:44]1[CH:49]=[C:48](C)[CH:47]=[C:46](C(C)(C)C)[N:45]=1)(C)(C)C. (2) Given the product [Br:18][CH2:1][C:2]1[O:6][C:5]([C:7]([O:9][CH3:10])=[O:8])=[CH:4][CH:3]=1, predict the reactants needed to synthesize it. The reactants are: [CH3:1][C:2]1[O:6][C:5]([C:7]([O:9][CH3:10])=[O:8])=[CH:4][CH:3]=1.C1C(=O)N([Br:18])C(=O)C1. (3) Given the product [F:1][C:2]1[CH:10]=[CH:9][C:8]([F:11])=[CH:7][C:3]=1[C:4]([NH:20][C:18]1[CH:17]=[CH:16][N:15]=[C:14]([O:13][CH3:12])[CH:19]=1)=[O:5], predict the reactants needed to synthesize it. The reactants are: [F:1][C:2]1[CH:10]=[CH:9][C:8]([F:11])=[CH:7][C:3]=1[C:4](Cl)=[O:5].[CH3:12][O:13][C:14]1[CH:19]=[C:18]([NH2:20])[CH:17]=[CH:16][N:15]=1.N1C=CC=CC=1.Cl. (4) Given the product [OH:15][C:14]1[CH:21]=[CH:20][C:18]([O:19][C:2]2[CH:10]=[CH:9][C:5]([C:6]([OH:8])=[O:7])=[CH:4][C:3]=2[N+:11]([O-:13])=[O:12])=[CH:17][CH:16]=1, predict the reactants needed to synthesize it. The reactants are: Cl[C:2]1[CH:10]=[CH:9][C:5]([C:6]([OH:8])=[O:7])=[CH:4][C:3]=1[N+:11]([O-:13])=[O:12].[C:14]1([CH:21]=[CH:20][C:18]([OH:19])=[CH:17][CH:16]=1)[OH:15]. (5) Given the product [Cl:1][C:2]1[N:7]=[C:6]([NH:41][C:20]2[C:21]3[CH:22]=[CH:23][N:24]=[C:25]([NH:29][C:30]4[CH:35]=[C:34]([C:36]([F:39])([F:37])[F:38])[CH:33]=[CH:32][C:31]=4[CH3:40])[C:26]=3[CH:27]=[CH:28][C:19]=2[CH3:18])[C:5]([C:9]2[C:10]3[CH:17]=[CH:16][NH:15][C:11]=3[N:12]=[CH:13][N:14]=2)=[CH:4][N:3]=1, predict the reactants needed to synthesize it. The reactants are: [Cl:1][C:2]1[N:7]=[C:6](Cl)[C:5]([C:9]2[C:10]3[CH:17]=[CH:16][NH:15][C:11]=3[N:12]=[CH:13][N:14]=2)=[CH:4][N:3]=1.[CH3:18][C:19]1[CH:28]=[CH:27][C:26]2[C:25]([NH:29][C:30]3[CH:35]=[C:34]([C:36]([F:39])([F:38])[F:37])[CH:33]=[CH:32][C:31]=3[CH3:40])=[N:24][CH:23]=[CH:22][C:21]=2[C:20]=1[NH2:41].CCN(C(C)C)C(C)C.C([O-])(O)=O.[Na+]. (6) Given the product [C:50]([O:49][P:43](=[O:61])([O:44][C:45]([CH3:46])([CH3:47])[CH3:48])[O:1][CH2:2][CH2:3][O:4][NH:5][C:6]([C:8]1[C:23]([NH:24][C:25]2[CH:30]=[CH:29][C:28]([Br:31])=[CH:27][C:26]=2[Cl:32])=[C:22]([F:33])[C:11]2[N:12]=[CH:13][N:14]([CH2:15][CH:16]3[CH2:21][CH2:20][CH2:19][CH2:18][O:17]3)[C:10]=2[CH:9]=1)=[O:7])([CH3:51])([CH3:52])[CH3:53], predict the reactants needed to synthesize it. The reactants are: [OH:1][CH2:2][CH2:3][O:4][NH:5][C:6]([C:8]1[C:23]([NH:24][C:25]2[CH:30]=[CH:29][C:28]([Br:31])=[CH:27][C:26]=2[Cl:32])=[C:22]([F:33])[C:11]2[N:12]=[CH:13][N:14]([CH2:15][C@@H:16]3[CH2:21][CH2:20][CH2:19][CH2:18][O:17]3)[C:10]=2[CH:9]=1)=[O:7].N1C=NN=N1.C(N(C(C)C)[P:43]([O:49][C:50]([CH3:53])([CH3:52])[CH3:51])[O:44][C:45]([CH3:48])([CH3:47])[CH3:46])(C)C.C([O:61]O)(C)(C)C.